From a dataset of HIV replication inhibition screening data with 41,000+ compounds from the AIDS Antiviral Screen. Binary Classification. Given a drug SMILES string, predict its activity (active/inactive) in a high-throughput screening assay against a specified biological target. (1) The molecule is C[PH](C)(C)[Ir-3]1([PH](C)(C)C)([PH](C)(C)C)NC(Cc2ccccc2)C(=O)[OH+]1.[Cl-]. The result is 1 (active). (2) The drug is COC(=O)c1c(C(=O)OC)c2cc(C(=O)c3ccccc3)ccn2c1Cl. The result is 0 (inactive).